Task: Predict the product of the given reaction.. Dataset: Forward reaction prediction with 1.9M reactions from USPTO patents (1976-2016) (1) Given the reactants CC(C1C=C(C(C)C)C(C2C=CC=CC=2P(C2CCCCC2)C2CCCCC2)=C(C(C)C)C=1)C.C(=O)([O-])[O-].[K+].[K+].[CH:41]1([B-](F)(F)F)[CH2:43][CH2:42]1.[K+].Cl[C:50]1[CH:51]=[C:52]([CH:62]=[O:63])[CH:53]=[C:54]2[C:59]=1[S:58][CH2:57][CH2:56][C:55]2([CH3:61])[CH3:60], predict the reaction product. The product is: [CH:41]1([C:50]2[CH:51]=[C:52]([CH:62]=[O:63])[CH:53]=[C:54]3[C:59]=2[S:58][CH2:57][CH2:56][C:55]3([CH3:60])[CH3:61])[CH2:43][CH2:42]1. (2) Given the reactants [Br:1][C:2]1[CH:3]=[CH:4][C:5]([CH2:9][CH3:10])=[C:6]([CH:8]=1)N.S(=O)(=O)(O)O.N([O-])=O.[Na+].[I-:20].[K+], predict the reaction product. The product is: [Br:1][C:2]1[CH:3]=[CH:4][C:5]([CH2:9][CH3:10])=[C:6]([I:20])[CH:8]=1. (3) The product is: [Cl:19][C:17]1[CH:16]=[CH:15][C:14]([O:20][CH2:21][C:22]2[CH:23]=[CH:24][C:25]([Cl:28])=[CH:26][CH:27]=2)=[C:13]([CH:18]=1)[CH2:12][N:8]1[C:9]([CH3:11])=[CH:10][C:6]([CH2:4][OH:3])=[N:7]1. Given the reactants C([O:3][C:4]([C:6]1[CH:10]=[C:9]([CH3:11])[N:8]([CH2:12][C:13]2[CH:18]=[C:17]([Cl:19])[CH:16]=[CH:15][C:14]=2[O:20][CH2:21][C:22]2[CH:27]=[CH:26][C:25]([Cl:28])=[CH:24][CH:23]=2)[N:7]=1)=O)C.[H-].[H-].[H-].[H-].[Li+].[Al+3].CCOCC.[OH-].[Na+], predict the reaction product. (4) Given the reactants [Cl:1][C:2]1[N:10]=[C:9]2[C:5]([N:6]=[CH:7][N:8]2[CH3:11])=[C:4](Cl)[N:3]=1.[CH2:13]([NH2:21])[CH2:14][C:15]1[CH:20]=[CH:19][CH:18]=[CH:17][CH:16]=1.C(N(CC)CC)C, predict the reaction product. The product is: [Cl:1][C:2]1[N:10]=[C:9]2[C:5]([N:6]=[CH:7][N:8]2[CH3:11])=[C:4]([NH:21][CH2:13][CH2:14][C:15]2[CH:20]=[CH:19][CH:18]=[CH:17][CH:16]=2)[N:3]=1. (5) Given the reactants [N+:1]([C:4]1[CH:5]=[C:6]2[C:10](=[CH:11][CH:12]=1)[NH:9][C:8]([C:13]1[CH:18]=[CH:17][CH:16]=[CH:15][N:14]=1)=[CH:7]2)([O-])=O, predict the reaction product. The product is: [NH:14]1[CH2:15][CH2:16][CH2:17][CH2:18][CH:13]1[C:8]1[NH:9][C:10]2[C:6]([CH:7]=1)=[CH:5][C:4]([NH2:1])=[CH:12][CH:11]=2.